Dataset: Full USPTO retrosynthesis dataset with 1.9M reactions from patents (1976-2016). Task: Predict the reactants needed to synthesize the given product. (1) Given the product [C:1]([C@H:5]1[CH2:6][CH2:7][C@H:8]([O:11][C:12]2[C:13]([I:32])=[C:14]3[C:19](=[CH:20][CH:21]=2)[CH:18]=[C:17]([C@:22]2([CH3:28])[CH2:26][O:25][C:24](=[O:27])[NH:23]2)[CH:16]=[CH:15]3)[CH2:9][CH2:10]1)([CH3:4])([CH3:2])[CH3:3], predict the reactants needed to synthesize it. The reactants are: [C:1]([C@H:5]1[CH2:10][CH2:9][C@H:8]([O:11][C:12]2[CH:13]=[C:14]3[C:19](=[CH:20][CH:21]=2)[CH:18]=[C:17]([C@:22]2([CH3:28])[CH2:26][O:25][C:24](=[O:27])[NH:23]2)[CH:16]=[CH:15]3)[CH2:7][CH2:6]1)([CH3:4])([CH3:3])[CH3:2].C(Cl)Cl.[I:32]N1C(=O)CCC1=O. (2) The reactants are: [NH2:1][CH2:2][C:3]1[N:7]=[C:6]([C@H:8]([CH2:17][CH2:18][CH2:19][CH:20]2[CH2:25][CH2:24][CH2:23][CH2:22][CH2:21]2)[CH2:9][C:10]([O:12][C:13]([CH3:16])([CH3:15])[CH3:14])=[O:11])[O:5][N:4]=1.C1C(=O)[N:30](OC(ON2C(=O)CCC2=O)=O)[C:28](=[O:29])C1.N. Given the product [NH2:30][C:28]([NH:1][CH2:2][C:3]1[N:7]=[C:6]([C@H:8]([CH2:17][CH2:18][CH2:19][CH:20]2[CH2:21][CH2:22][CH2:23][CH2:24][CH2:25]2)[CH2:9][C:10]([O:12][C:13]([CH3:15])([CH3:16])[CH3:14])=[O:11])[O:5][N:4]=1)=[O:29], predict the reactants needed to synthesize it. (3) Given the product [CH3:1][O:2][C:3]1[CH:8]=[CH:7][N:6]=[C:5]([C:9]2[N:13]3[CH2:14][C@H:15]([CH3:19])[NH:16][C:17](=[S:29])[C:12]3=[N:11][N:10]=2)[CH:4]=1, predict the reactants needed to synthesize it. The reactants are: [CH3:1][O:2][C:3]1[CH:8]=[CH:7][N:6]=[C:5]([C:9]2[N:13]3[CH2:14][C@H:15]([CH3:19])[NH:16][C:17](=O)[C:12]3=[N:11][N:10]=2)[CH:4]=1.COC1C=CC(P2(SP(C3C=CC(OC)=CC=3)(=S)S2)=[S:29])=CC=1. (4) Given the product [C:1]([C:5]1[S:6][C:7]2[C:13](=[O:64])[N:14]([C:15]3[CH:20]=[CH:19][CH:18]=[C:17]([C:21]4[CH:26]=[C:25]([NH:27][C:28]5[CH:33]=[CH:32][N:31]=[CH:30][N:29]=5)[C:24](=[O:34])[N:23]([CH3:35])[CH:22]=4)[C:16]=3[CH2:36][OH:37])[CH2:10][C:8]=2[N:9]=1)([CH3:2])([CH3:3])[CH3:4], predict the reactants needed to synthesize it. The reactants are: [C:1]([C:5]1[S:6][C:7]([CH2:13][NH:14][C:15]2[CH:20]=[CH:19][CH:18]=[C:17]([C:21]3[CH:26]=[C:25]([NH:27][C:28]4[CH:33]=[CH:32][N:31]=[CH:30][N:29]=4)[C:24](=[O:34])[N:23]([CH3:35])[CH:22]=3)[C:16]=2[CH2:36][O:37][Si](C(C)(C)C)(C)C)=[C:8]([C:10](O)=O)[N:9]=1)([CH3:4])([CH3:3])[CH3:2].C(N(CC)C(C)C)(C)C.F[P-](F)(F)(F)(F)F.C[N+](C)=C(N(C)C)[O:64]N1C2N=CC=CC=2N=N1. (5) Given the product [Cl:1][C:2]1[C:3]([C:23]2[N:27]3[CH:28]=[CH:29][CH:30]=[CH:31][C:26]3=[N:25][CH:24]=2)=[N:4][C:5]([NH:8][C:9]2[CH:14]=[CH:13][C:12]([N:15]3[CH2:16][CH2:17][N:18]([CH2:32][C@H:33]([OH:34])[CH3:35])[CH2:19][CH2:20]3)=[CH:11][C:10]=2[O:21][CH3:22])=[N:6][CH:7]=1, predict the reactants needed to synthesize it. The reactants are: [Cl:1][C:2]1[C:3]([C:23]2[N:27]3[CH:28]=[CH:29][CH:30]=[CH:31][C:26]3=[N:25][CH:24]=2)=[N:4][C:5]([NH:8][C:9]2[CH:14]=[CH:13][C:12]([N:15]3[CH2:20][CH2:19][NH:18][CH2:17][CH2:16]3)=[CH:11][C:10]=2[O:21][CH3:22])=[N:6][CH:7]=1.[CH3:32][C@@H:33]1[CH2:35][O:34]1.